Dataset: Peptide-MHC class II binding affinity with 134,281 pairs from IEDB. Task: Regression. Given a peptide amino acid sequence and an MHC pseudo amino acid sequence, predict their binding affinity value. This is MHC class II binding data. (1) The peptide sequence is ANGKLHDKKSMGDDH. The MHC is DRB1_1201 with pseudo-sequence DRB1_1201. The binding affinity (normalized) is 0. (2) The peptide sequence is EFKLLSEEKVPWDQV. The MHC is DRB1_1301 with pseudo-sequence DRB1_1301. The binding affinity (normalized) is 0.278. (3) The binding affinity (normalized) is 0.270. The MHC is DRB1_0901 with pseudo-sequence DRB1_0901. The peptide sequence is EQARKFEEPIWSDFG. (4) The peptide sequence is AFKVAATAANAAPAD. The MHC is HLA-DPA10103-DPB10301 with pseudo-sequence HLA-DPA10103-DPB10301. The binding affinity (normalized) is 0.756. (5) The peptide sequence is IEEFGTGVFTTRVYMD. The MHC is DRB3_0301 with pseudo-sequence DRB3_0301. The binding affinity (normalized) is 0.326. (6) The peptide sequence is ADYLRMWIQAATVMS. The MHC is HLA-DQA10401-DQB10402 with pseudo-sequence HLA-DQA10401-DQB10402. The binding affinity (normalized) is 0.198. (7) The peptide sequence is YDKFLANVSTVLTWK. The MHC is DRB1_0405 with pseudo-sequence DRB1_0405. The binding affinity (normalized) is 0.677.